This data is from Reaction yield outcomes from USPTO patents with 853,638 reactions. The task is: Predict the reaction yield, written as a fraction of the theoretical maximum amount of product (1.0 means a 100% yield; for example, 0.34 means a 34% yield). (1) The reactants are C([O:3][C:4](=[O:30])[C:5]1[CH:10]=[CH:9][C:8]([N:11]2[CH2:17][CH:16]3[CH:12]2[CH2:13][N:14]([C:18](=[O:29])[NH:19][CH2:20][C:21]2[CH:26]=[CH:25][C:24]([Cl:27])=[CH:23][C:22]=2[Cl:28])[CH2:15]3)=[CH:7][CH:6]=1)C.[OH-].[Na+]. The catalyst is CO.O1CCCC1. The product is [Cl:28][C:22]1[CH:23]=[C:24]([Cl:27])[CH:25]=[CH:26][C:21]=1[CH2:20][NH:19][C:18]([N:14]1[CH2:13][CH:12]2[CH:16]([CH2:17][N:11]2[C:8]2[CH:9]=[CH:10][C:5]([C:4]([OH:30])=[O:3])=[CH:6][CH:7]=2)[CH2:15]1)=[O:29]. The yield is 0.580. (2) The reactants are [CH2:1]([N:8]1[CH2:14][C:13]2[CH:15]=[CH:16][C:17]([F:20])=[C:18](Br)[C:12]=2[O:11][CH2:10][CH2:9]1)[C:2]1[CH:7]=[CH:6][CH:5]=[CH:4][CH:3]=1.[O:21]1[CH:25]=[CH:24][C:23](B(O)O)=[CH:22]1.C(=O)([O-])[O-].[K+].[K+].COCCOC. The catalyst is C1C=CC([P]([Pd]([P](C2C=CC=CC=2)(C2C=CC=CC=2)C2C=CC=CC=2)([P](C2C=CC=CC=2)(C2C=CC=CC=2)C2C=CC=CC=2)[P](C2C=CC=CC=2)(C2C=CC=CC=2)C2C=CC=CC=2)(C2C=CC=CC=2)C2C=CC=CC=2)=CC=1.O. The product is [CH2:1]([N:8]1[CH2:14][C:13]2[CH:15]=[CH:16][C:17]([F:20])=[C:18]([C:23]3[CH:24]=[CH:25][O:21][CH:22]=3)[C:12]=2[O:11][CH2:10][CH2:9]1)[C:2]1[CH:7]=[CH:6][CH:5]=[CH:4][CH:3]=1. The yield is 0.217.